From a dataset of Catalyst prediction with 721,799 reactions and 888 catalyst types from USPTO. Predict which catalyst facilitates the given reaction. (1) Reactant: C([NH:9][C:10]([NH:12][CH2:13][C:14]([F:17])([F:16])[F:15])=[S:11])(=O)C1C=CC=CC=1.C(=O)([O-])[O-].[K+].[K+]. Product: [F:15][C:14]([F:17])([F:16])[CH2:13][NH:12][C:10]([NH2:9])=[S:11]. The catalyst class is: 24. (2) Reactant: [N+](C1C=CC(C([O:10][CH2:11][CH2:12][CH2:13][CH2:14][O:15][N+:16]([O-:18])=[O:17])=O)=CC=1)([O-])=O.[OH-].[Na+]. Product: [N+:16]([O-:18])([O:15][CH2:14][CH2:13][CH2:12][CH2:11][OH:10])=[O:17]. The catalyst class is: 554. (3) Reactant: [OH:1][C:2]1[C:3]([C:8]([NH2:10])=[O:9])=[N:4][CH:5]=[CH:6][CH:7]=1.Br[CH2:12][C:13]([O:15][CH2:16][CH3:17])=[O:14].C(=O)([O-])[O-].[K+].[K+]. Product: [CH2:16]([O:15][C:13]([CH2:12][O:1][C:2]1[C:3]([C:8]([NH2:10])=[O:9])=[N:4][CH:5]=[CH:6][CH:7]=1)=[O:14])[CH3:17]. The catalyst class is: 131. (4) Reactant: [F:1][C:2]1[CH:21]=[C:20]([C:22]#[C:23][Si](C)(C)C)[CH:19]=[CH:18][C:3]=1[NH:4][C:5]1[C:6]([C:12]([NH:14][CH2:15][CH2:16][OH:17])=[O:13])=[CH:7][NH:8][C:9](=[O:11])[CH:10]=1.C([O-])([O-])=O.[K+].[K+]. Product: [C:22]([C:20]1[CH:19]=[CH:18][C:3]([NH:4][C:5]2[C:6]([C:12]([NH:14][CH2:15][CH2:16][OH:17])=[O:13])=[CH:7][NH:8][C:9](=[O:11])[CH:10]=2)=[C:2]([F:1])[CH:21]=1)#[CH:23]. The catalyst class is: 92. (5) Reactant: C1(P(C2C=CC=CC=2)(C2C=CC=CC=2)=[CH:8][C:9]([O:11][C:12]([CH3:15])([CH3:14])[CH3:13])=[O:10])C=CC=CC=1.[C:28]1(=[O:35])[CH2:33][CH2:32][C:31](=O)[CH2:30][CH2:29]1. Product: [O:35]=[C:28]1[CH2:29][CH2:30][C:31](=[CH:8][C:9]([O:11][C:12]([CH3:15])([CH3:14])[CH3:13])=[O:10])[CH2:32][CH2:33]1. The catalyst class is: 11. (6) Reactant: CN1CCOCC1.CN(C(ON1N=NC2C=CC=CC1=2)=[N+](C)C)C.[B-](F)(F)(F)F.Cl.[CH3:31][NH:32][CH2:33][C:34]([NH2:36])=[O:35].[CH2:37]([C:39]1[CH:40]=[CH:41][C:42]([F:66])=[C:43]([C:45]2[CH:46]=[N:47][C:48]([N:51]3[C:59]4[C:54](=[CH:55][CH:56]=[C:57]([C:60]([OH:62])=O)[CH:58]=4)[C:53]([CH:63]([OH:65])[CH3:64])=[CH:52]3)=[N:49][CH:50]=2)[CH:44]=1)[CH3:38]. Product: [NH2:36][C:34](=[O:35])[CH2:33][N:32]([CH3:31])[C:60]([C:57]1[CH:58]=[C:59]2[C:54]([C:53]([CH:63]([OH:65])[CH3:64])=[CH:52][N:51]2[C:48]2[N:47]=[CH:46][C:45]([C:43]3[CH:44]=[C:39]([CH2:37][CH3:38])[CH:40]=[CH:41][C:42]=3[F:66])=[CH:50][N:49]=2)=[CH:55][CH:56]=1)=[O:62]. The catalyst class is: 3. (7) Reactant: [F:1][C:2]([F:6])([F:5])[CH2:3][OH:4].CC(C)([O-])C.[K+].Cl[C:14]1[N:18]([CH3:19])[N:17]=[C:16]([CH3:20])[C:15]=1[CH:21]=[O:22]. Product: [CH3:19][N:18]1[C:14]([O:4][CH2:3][C:2]([F:6])([F:5])[F:1])=[C:15]([CH:21]=[O:22])[C:16]([CH3:20])=[N:17]1. The catalyst class is: 266. (8) Reactant: [Fe:1].[NH2:2][CH2:3][C:4]([OH:6])=[O:5]. Product: [NH2:2][CH2:3][C:4]([O-:6])=[O:5].[Fe+2:1].[NH2:2][CH2:3][C:4]([O-:6])=[O:5]. The catalyst class is: 6. (9) Reactant: I[C:2]1[C:10]2[C:9]([NH2:11])=[N:8][CH:7]=[N:6][C:5]=2[N:4]([CH3:12])[CH:3]=1.[C:13]1([C:22]2[CH:27]=[CH:26][CH:25]=[CH:24][CH:23]=2)[CH:18]=[CH:17][CH:16]=[C:15](B(O)O)[CH:14]=1.[O-]P([O-])([O-])=O.[K+].[K+].[K+]. Product: [CH3:12][N:4]1[C:5]2[N:6]=[CH:7][N:8]=[C:9]([NH2:11])[C:10]=2[C:2]([C:17]2[CH:18]=[C:13]([C:22]3[CH:27]=[CH:26][CH:25]=[CH:24][CH:23]=3)[CH:14]=[CH:15][CH:16]=2)=[CH:3]1. The catalyst class is: 128. (10) Reactant: [OH:1][C:2]([CH:5]1[CH2:10][CH2:9][NH:8][CH2:7][CH2:6]1)([CH3:4])[CH3:3].[H-].[Na+].C1COCC1.[F:18][C:19]([F:37])([F:36])[CH2:20][NH:21][C:22](=[O:35])[C:23]1[CH:28]=[C:27]([N+:29]([O-:31])=[O:30])[C:26]([NH:32][CH3:33])=[CH:25][C:24]=1F. Product: [F:18][C:19]([F:36])([F:37])[CH2:20][NH:21][C:22](=[O:35])[C:23]1[CH:28]=[C:27]([N+:29]([O-:31])=[O:30])[C:26]([NH:32][CH3:33])=[CH:25][C:24]=1[N:8]1[CH2:9][CH2:10][CH:5]([C:2]([OH:1])([CH3:4])[CH3:3])[CH2:6][CH2:7]1. The catalyst class is: 25.